Dataset: NCI-60 drug combinations with 297,098 pairs across 59 cell lines. Task: Regression. Given two drug SMILES strings and cell line genomic features, predict the synergy score measuring deviation from expected non-interaction effect. (1) Drug 1: CC12CCC(CC1=CCC3C2CCC4(C3CC=C4C5=CN=CC=C5)C)O. Drug 2: C1=NNC2=C1C(=O)NC=N2. Cell line: SF-539. Synergy scores: CSS=10.6, Synergy_ZIP=-3.37, Synergy_Bliss=-0.720, Synergy_Loewe=-4.53, Synergy_HSA=-0.0373. (2) Drug 1: C1=C(C(=O)NC(=O)N1)N(CCCl)CCCl. Drug 2: C1=NC(=NC(=O)N1C2C(C(C(O2)CO)O)O)N. Cell line: T-47D. Synergy scores: CSS=11.8, Synergy_ZIP=-4.09, Synergy_Bliss=1.30, Synergy_Loewe=-1.33, Synergy_HSA=-0.711. (3) Cell line: PC-3. Drug 1: C1=CC(=CC=C1CCCC(=O)O)N(CCCl)CCCl. Drug 2: COCCOC1=C(C=C2C(=C1)C(=NC=N2)NC3=CC=CC(=C3)C#C)OCCOC.Cl. Synergy scores: CSS=18.5, Synergy_ZIP=-7.06, Synergy_Bliss=-4.21, Synergy_Loewe=-2.95, Synergy_HSA=-2.60. (4) Drug 1: CCC1(C2=C(COC1=O)C(=O)N3CC4=CC5=C(C=CC(=C5CN(C)C)O)N=C4C3=C2)O.Cl. Drug 2: N.N.Cl[Pt+2]Cl. Cell line: UACC62. Synergy scores: CSS=65.0, Synergy_ZIP=-2.02, Synergy_Bliss=-1.95, Synergy_Loewe=-0.640, Synergy_HSA=2.98. (5) Drug 1: COC1=NC(=NC2=C1N=CN2C3C(C(C(O3)CO)O)O)N. Drug 2: C1CC(=O)NC(=O)C1N2C(=O)C3=CC=CC=C3C2=O. Cell line: SN12C. Synergy scores: CSS=-12.4, Synergy_ZIP=9.12, Synergy_Bliss=4.17, Synergy_Loewe=-12.4, Synergy_HSA=-12.7. (6) Drug 1: CC1C(C(CC(O1)OC2CC(OC(C2O)C)OC3=CC4=CC5=C(C(=O)C(C(C5)C(C(=O)C(C(C)O)O)OC)OC6CC(C(C(O6)C)O)OC7CC(C(C(O7)C)O)OC8CC(C(C(O8)C)O)(C)O)C(=C4C(=C3C)O)O)O)O. Drug 2: CNC(=O)C1=NC=CC(=C1)OC2=CC=C(C=C2)NC(=O)NC3=CC(=C(C=C3)Cl)C(F)(F)F. Cell line: SW-620. Synergy scores: CSS=8.24, Synergy_ZIP=6.81, Synergy_Bliss=-2.05, Synergy_Loewe=-69.2, Synergy_HSA=-15.3.